Dataset: Choline transporter screen with 302,306 compounds. Task: Binary Classification. Given a drug SMILES string, predict its activity (active/inactive) in a high-throughput screening assay against a specified biological target. (1) The drug is [O-][N+](=O)c1cc(N(\N=N\c2cc([N+]([O-])=O)ccc2)C)ccc1. The result is 0 (inactive). (2) The molecule is Clc1ccc(c2n(nnc2)c2ccc([N+]([O-])=O)cc2)cc1. The result is 0 (inactive). (3) The compound is S(c1n(c2cc(OC)ccc2)ccn1)CC(=O)Nc1sccn1. The result is 0 (inactive). (4) The molecule is S(c1[nH]c2CCCc2c(=O)n1)CC(=O)Nc1cc(F)ccc1. The result is 0 (inactive).